From a dataset of Full USPTO retrosynthesis dataset with 1.9M reactions from patents (1976-2016). Predict the reactants needed to synthesize the given product. (1) Given the product [C:43]([O:42][C:40]([N:6]1[CH2:11][CH2:10][C:9](=[C:12]2[C:18]3[CH:19]=[CH:20][C:21]([Cl:23])=[CH:22][C:17]=3[C:16]([Br:24])=[CH:15][C:14]3[CH:25]=[CH:26][CH:27]=[CH:28][C:13]2=3)[CH2:8][CH2:7]1)=[O:41])([CH3:44])([CH3:45])[CH3:46], predict the reactants needed to synthesize it. The reactants are: C(OC([N:6]1[CH2:11][CH2:10][C:9](=[C:12]2[C:18]3[CH:19]=[CH:20][C:21]([Cl:23])=[CH:22][C:17]=3[C:16]([Br:24])=[CH:15][C:14]3[CH:25]=[CH:26][CH:27]=[CH:28][C:13]2=3)[CH2:8][CH2:7]1)=O)C.Cl.[OH-].[Na+].[C:43]([O:42][C:40](O[C:40]([O:42][C:43]([CH3:46])([CH3:45])[CH3:44])=[O:41])=[O:41])([CH3:46])([CH3:45])[CH3:44]. (2) Given the product [O:17]1[C:18]2[CH:24]=[CH:23][CH:22]=[CH:21][C:19]=2[N:20]=[C:16]1[C:13]1[CH:14]=[CH:15][C:9]2[N:8]([C:5]3[CH:4]=[CH:3][C:2]([F:1])=[CH:7][CH:6]=3)[C:25]([CH3:26])=[N:11][C:10]=2[CH:12]=1, predict the reactants needed to synthesize it. The reactants are: [F:1][C:2]1[CH:7]=[CH:6][C:5]([NH:8][C:9]2[CH:15]=[CH:14][C:13]([C:16]3[O:17][C:18]4[CH:24]=[CH:23][CH:22]=[CH:21][C:19]=4[N:20]=3)=[CH:12][C:10]=2[NH2:11])=[CH:4][CH:3]=1.[CH:25](=O)[CH3:26].OOS([O-])=O.[K+].C(=O)([O-])[O-].[K+].[K+].